This data is from Full USPTO retrosynthesis dataset with 1.9M reactions from patents (1976-2016). The task is: Predict the reactants needed to synthesize the given product. (1) Given the product [CH3:27][N:28]([CH3:38])[C:29]1[N:34]=[CH:33][C:32]([C:5]2[CH:13]=[CH:12][CH:11]=[C:10]3[C:6]=2[CH2:7][N:8]([CH2:15][CH2:16][C:17]2[CH:26]=[CH:25][C:24]4[C:19](=[CH:20][CH:21]=[CH:22][CH:23]=4)[N:18]=2)[C:9]3=[O:14])=[CH:31][N:30]=1, predict the reactants needed to synthesize it. The reactants are: ClCCl.Br[C:5]1[CH:13]=[CH:12][CH:11]=[C:10]2[C:6]=1[CH2:7][N:8]([CH2:15][CH2:16][C:17]1[CH:26]=[CH:25][C:24]3[C:19](=[CH:20][CH:21]=[CH:22][CH:23]=3)[N:18]=1)[C:9]2=[O:14].[CH3:27][N:28]([CH3:38])[C:29]1[N:34]=[CH:33][C:32](B(O)O)=[CH:31][N:30]=1.C([O-])([O-])=O.[Cs+].[Cs+]. (2) Given the product [Cl:1][C:2]1[CH:3]=[CH:4][C:5]([O:24][CH3:25])=[C:6]([CH:8]2[CH2:13][CH2:12][NH:11][CH2:10][CH2:9]2)[CH:7]=1, predict the reactants needed to synthesize it. The reactants are: [Cl:1][C:2]1[CH:3]=[CH:4][C:5]([O:24][CH3:25])=[C:6]([CH:8]2[CH2:13][CH2:12][N:11](C(OCC3C=CC=CC=3)=O)[CH2:10][CH2:9]2)[CH:7]=1.